Dataset: Forward reaction prediction with 1.9M reactions from USPTO patents (1976-2016). Task: Predict the product of the given reaction. (1) Given the reactants [CH2:1](N1C2C(=CC=CC=2)C(=O)C1=O)[CH2:2][CH3:3].[Cl:15][C:16]1[CH:17]=[C:18]2[C:22](=[C:23]([Cl:25])[CH:24]=1)[NH:21][C:20](=[O:26])[C:19]2=[O:27].BrCCC, predict the reaction product. The product is: [Cl:15][C:16]1[CH:17]=[C:18]2[C:22](=[C:23]([Cl:25])[CH:24]=1)[N:21]([CH2:1][CH2:2][CH3:3])[C:20](=[O:26])[C:19]2=[O:27]. (2) The product is: [CH3:32][N:30]1[CH:31]=[C:27]([C:25]2[CH:24]=[CH:23][C:21]3[N:22]=[C:18]([N:16]4[CH2:17][CH:14]([N:33]5[CH2:38][CH2:37][CH2:36][CH2:35][CH2:34]5)[CH2:15]4)[S:19][C:20]=3[CH:26]=2)[CH:28]=[N:29]1. Given the reactants [N+](C1C=CC(S(O[CH:14]2[CH2:17][N:16]([C:18]3[S:19][C:20]4[CH:26]=[C:25]([C:27]5[CH:28]=[N:29][N:30]([CH3:32])[CH:31]=5)[CH:24]=[CH:23][C:21]=4[N:22]=3)[CH2:15]2)(=O)=O)=CC=1)([O-])=O.[NH:33]1[CH2:38][CH2:37][CH2:36][CH2:35][CH2:34]1, predict the reaction product. (3) Given the reactants COCCN(S(F)(F)[F:11])CCOC.[CH3:14][S:15]([C:18]1[CH:23]=[CH:22][C:21]([C:24]2[CH:25]=[CH:26][C:27]3[O:31][CH:30]([CH:32]4[CH2:37][CH2:36][N:35]([CH2:38][C:39]([CH3:42])(O)[CH3:40])[CH2:34][CH2:33]4)[CH2:29][C:28]=3[CH:43]=2)=[CH:20][CH:19]=1)(=[O:17])=[O:16], predict the reaction product. The product is: [F:11][C:39]([CH3:42])([CH3:40])[CH2:38][N:35]1[CH2:36][CH2:37][CH:32]([CH:30]2[CH2:29][C:28]3[CH:43]=[C:24]([C:21]4[CH:22]=[CH:23][C:18]([S:15]([CH3:14])(=[O:17])=[O:16])=[CH:19][CH:20]=4)[CH:25]=[CH:26][C:27]=3[O:31]2)[CH2:33][CH2:34]1.